Dataset: Reaction yield outcomes from USPTO patents with 853,638 reactions. Task: Predict the reaction yield, written as a fraction of the theoretical maximum amount of product (1.0 means a 100% yield; for example, 0.34 means a 34% yield). (1) The reactants are Cl[C:2]([O:4][CH3:5])=[O:3].[O:6]1[C:10]([C:11]2[CH:12]=[C:13]([CH:15]=[CH:16][CH:17]=2)[NH2:14])=[CH:9][N:8]=[CH:7]1. The catalyst is C1COCC1. The product is [O:6]1[C:10]([C:11]2[CH:12]=[C:13]([NH:14][C:2](=[O:3])[O:4][CH3:5])[CH:15]=[CH:16][CH:17]=2)=[CH:9][N:8]=[CH:7]1. The yield is 0.430. (2) The yield is 0.310. The reactants are [NH2:1][C@@H:2]1[N:7]([CH2:8][C:9]2[CH:14]=[CH:13][C:12]([Cl:15])=[CH:11][CH:10]=2)[C:6](=[O:16])[N:5]([CH2:17][CH:18]([C:20]([O:22][CH3:23])=[O:21])[CH3:19])[C:4](=[O:24])[N:3]1[CH3:25].[F:26][C:27]1[CH:28]=[C:29]([CH:31]=[CH:32][C:33]=1[CH:34]=[N:35][O:36][CH3:37])N.C1(P(C2C=CC=CC=2)C2C3OC4C(=CC=CC=4P(C4C=CC=CC=4)C4C=CC=CC=4)C(C)(C)C=3C=CC=2)C=CC=CC=1.C(=O)([O-])[O-].[Cs+].[Cs+]. The product is [Cl:15][C:12]1[CH:11]=[CH:10][C:9]([CH2:8][N:7]2[C:2](=[N:1][C:29]3[CH:31]=[CH:32][C:33]([CH:34]=[N:35][O:36][CH3:37])=[C:27]([F:26])[CH:28]=3)[N:3]([CH3:25])[C:4](=[O:24])[N:5]([CH2:17][C@@H:18]([C:20]([O:22][CH3:23])=[O:21])[CH3:19])[C:6]2=[O:16])=[CH:14][CH:13]=1. The catalyst is [Pd].C(O)(=O)C.O.O1CCOCC1. (3) The reactants are [CH2:1]([O:3][C:4]([C:6]1([C:15](=[O:27])[NH:16][C:17]2[CH:26]=[CH:25][CH:24]=[C:23]3[C:18]=2[CH:19]=[CH:20][N:21]=[CH:22]3)[CH2:14][C:13]2[C:8](=[CH:9][CH:10]=[CH:11][CH:12]=2)[CH2:7]1)=[O:5])[CH3:2].CCO. The catalyst is [Pt](=O)=O.C(O)(=O)C. The product is [CH2:1]([O:3][C:4]([C:6]1([C:15](=[O:27])[NH:16][C:17]2[CH:26]=[CH:25][CH:24]=[C:23]3[C:18]=2[CH2:19][CH2:20][NH:21][CH2:22]3)[CH2:14][C:13]2[C:8](=[CH:9][CH:10]=[CH:11][CH:12]=2)[CH2:7]1)=[O:5])[CH3:2]. The yield is 0.990. (4) The reactants are C1(C)C=CC(S(O)(=O)=O)=CC=1.[CH3:12][C:13]1[CH:14]=[C:15]([CH:33]=[CH:34][CH:35]=1)[C:16]([C:18]1[CH:23]=[CH:22][CH:21]=[C:20]([C:24](=O)[C:25]2[CH:30]=[CH:29][CH:28]=[C:27]([CH3:31])[CH:26]=2)[CH:19]=1)=[O:17].[NH2:36][NH:37][C:38]([NH2:40])=[S:39]. The catalyst is CO. The product is [CH3:12][C:13]1[CH:14]=[C:15]([CH:33]=[CH:34][CH:35]=1)[C:16]([C:18]1[CH:23]=[CH:22][CH:21]=[C:20]([C:24](=[N:36][NH:37][C:38]([NH2:40])=[S:39])[C:25]2[CH:30]=[CH:29][CH:28]=[C:27]([CH3:31])[CH:26]=2)[CH:19]=1)=[O:17]. The yield is 0.170. (5) The reactants are [C:1]([NH:4][CH2:5][CH2:6][C:7]1[CH:12]=[CH:11][CH:10]=[C:9]([N+:13]([O-])=O)[CH:8]=1)(=[O:3])[CH3:2].C([O-])(=O)C.[NH4+].O. The catalyst is C(O)C.[Fe]. The product is [C:1]([NH:4][CH2:5][CH2:6][C:7]1[CH:12]=[CH:11][CH:10]=[C:9]([NH2:13])[CH:8]=1)(=[O:3])[CH3:2]. The yield is 0.960. (6) The product is [CH2:14]([O:16][C:17](=[O:40])[CH2:18][C:19]1[C:24]([C:25]#[N:26])=[CH:23][CH:22]=[C:21]([N:27]([CH2:28][C:29]([F:38])([F:37])[C:30]2[CH:35]=[CH:34][C:33]([Cl:36])=[CH:32][N:31]=2)[C:6](=[O:11])[C:7]([F:8])([F:9])[F:10])[C:20]=1[F:39])[CH3:15]. The reactants are [F:8][C:7]([F:10])([F:9])[C:6](O[C:6](=[O:11])[C:7]([F:10])([F:9])[F:8])=[O:11].[CH2:14]([O:16][C:17](=[O:40])[CH2:18][C:19]1[C:24]([C:25]#[N:26])=[CH:23][CH:22]=[C:21]([NH:27][CH2:28][C:29]([F:38])([F:37])[C:30]2[CH:35]=[CH:34][C:33]([Cl:36])=[CH:32][N:31]=2)[C:20]=1[F:39])[CH3:15].C(N(C(C)C)CC)(C)C. The catalyst is C(Cl)Cl. The yield is 1.00.